From a dataset of Full USPTO retrosynthesis dataset with 1.9M reactions from patents (1976-2016). Predict the reactants needed to synthesize the given product. (1) Given the product [C:1]([C:5]1[CH:6]=[C:7]([NH:28][C:29]([NH:31][C@@H:32]2[C:41]3[C:36](=[CH:37][CH:38]=[CH:39][CH:40]=3)[C@H:35]([O:42][C:43]3[CH:44]=[CH:45][C:46]4[N:47]([C:49]([N:52]5[CH2:53][CH2:54][CH2:55][CH2:56][CH2:57]5)=[N:50][N:51]=4)[CH:48]=3)[CH2:34][CH2:33]2)=[O:30])[N:8]([C:10]2[CH:11]=[C:12]([CH3:27])[CH:13]=[C:14]([OH:16])[CH:15]=2)[N:9]=1)([CH3:4])([CH3:2])[CH3:3], predict the reactants needed to synthesize it. The reactants are: [C:1]([C:5]1[CH:6]=[C:7]([NH:28][C:29]([NH:31][C@@H:32]2[C:41]3[C:36](=[CH:37][CH:38]=[CH:39][CH:40]=3)[C@H:35]([O:42][C:43]3[CH:44]=[CH:45][C:46]4[N:47]([C:49]([N:52]5[CH2:57][CH2:56][CH2:55][CH2:54][CH2:53]5)=[N:50][N:51]=4)[CH:48]=3)[CH2:34][CH2:33]2)=[O:30])[N:8]([C:10]2[CH:15]=[C:14]([O:16][Si](C(C)C)(C(C)C)C(C)C)[CH:13]=[C:12]([CH3:27])[CH:11]=2)[N:9]=1)([CH3:4])([CH3:3])[CH3:2].[F-].C([N+](CCCC)(CCCC)CCCC)CCC. (2) Given the product [F:1][C:2]1[CH:7]=[CH:6][C:5]([F:8])=[CH:4][C:3]=1[O:9][C:13]1[O:17][C:16]([CH:18]=[O:19])=[CH:15][CH:14]=1, predict the reactants needed to synthesize it. The reactants are: [F:1][C:2]1[CH:7]=[CH:6][C:5]([F:8])=[CH:4][C:3]=1[OH:9].[H-].[Na+].Br[C:13]1[O:17][C:16]([CH:18]=[O:19])=[CH:15][CH:14]=1.O. (3) Given the product [CH2:23]([O:22][C:20]([NH:10][C:9]1[C:5]([C:3]([OH:2])=[O:4])=[N:6][N:7]([CH:11]2[CH2:16][CH2:15][CH2:14][CH2:13][O:12]2)[CH:8]=1)=[O:21])[C:24]1[CH:29]=[CH:28][CH:27]=[CH:26][CH:25]=1, predict the reactants needed to synthesize it. The reactants are: C[O:2][C:3]([C:5]1[C:9]([NH2:10])=[CH:8][N:7]([CH:11]2[CH2:16][CH2:15][CH2:14][CH2:13][O:12]2)[N:6]=1)=[O:4].[OH-].[Na+].Cl[C:20]([O:22][CH2:23][C:24]1[CH:29]=[CH:28][CH:27]=[CH:26][CH:25]=1)=[O:21]. (4) Given the product [CH3:13][O:12][C:11]1[CH:10]=[CH:9][C:8]([NH:14][C:15]([C:17]2[CH:22]=[CH:21][C:20]([C:23]3[CH:28]=[CH:27][CH:26]=[CH:25][CH:24]=3)=[CH:19][CH:18]=2)=[O:16])=[CH:7][C:6]=1[NH:5][C:3](=[O:4])[C@H:2]([N:40]1[CH2:39][CH:38]2[O:45][CH:42]([CH2:43][CH2:44]2)[CH2:41]1)[CH3:29], predict the reactants needed to synthesize it. The reactants are: Cl[CH:2]([CH3:29])[C:3]([NH:5][C:6]1[CH:7]=[C:8]([NH:14][C:15]([C:17]2[CH:22]=[CH:21][C:20]([C:23]3[CH:28]=[CH:27][CH:26]=[CH:25][CH:24]=3)=[CH:19][CH:18]=2)=[O:16])[CH:9]=[CH:10][C:11]=1[O:12][CH3:13])=[O:4].C(N(CC)CC)C.Cl.[CH:38]12[O:45][CH:42]([CH2:43][CH2:44]1)[CH2:41][NH:40][CH2:39]2.[I-].[K+].